Dataset: Full USPTO retrosynthesis dataset with 1.9M reactions from patents (1976-2016). Task: Predict the reactants needed to synthesize the given product. (1) Given the product [C:8]([O:12][C:13]([N:15]1[C@@H:20]([C@@H:21]([OH:33])[C@@H:22]([NH:32][C:1](=[O:3])[CH3:2])[CH2:23][C:24]2[CH:29]=[C:28]([OH:30])[CH:27]=[C:26]([F:31])[CH:25]=2)[CH2:19][O:18][C@@H:17]([O:34][CH2:35][C:36]([F:39])([F:37])[F:38])[C@@H:16]1[CH3:40])=[O:14])([CH3:11])([CH3:9])[CH3:10], predict the reactants needed to synthesize it. The reactants are: [C:1](OC(=O)C)(=[O:3])[CH3:2].[C:8]([O:12][C:13]([N:15]1[C@@H:20]([C@@H:21]([OH:33])[C@@H:22]([NH2:32])[CH2:23][C:24]2[CH:29]=[C:28]([OH:30])[CH:27]=[C:26]([F:31])[CH:25]=2)[CH2:19][O:18][C@@H:17]([O:34][CH2:35][C:36]([F:39])([F:38])[F:37])[C@@H:16]1[CH3:40])=[O:14])([CH3:11])([CH3:10])[CH3:9].C(N(C(C)C)CC)(C)C. (2) Given the product [CH3:17][N:16]([O:15][CH3:14])[C:1](=[O:9])[C:2]1[CH:7]=[CH:6][CH:5]=[N:4][CH:3]=1, predict the reactants needed to synthesize it. The reactants are: [C:1]([OH:9])(=O)[C:2]1[CH:7]=[CH:6][CH:5]=[N:4][CH:3]=1.S(Cl)(Cl)=O.[CH3:14][O:15][NH:16][CH3:17].C(N(CC)CC)C. (3) Given the product [Br:1][C:2]1[C:3]([Cl:14])=[C:4]([C:5](=[O:6])[CH3:15])[CH:11]=[CH:12][CH:13]=1, predict the reactants needed to synthesize it. The reactants are: [Br:1][C:2]1[C:3]([Cl:14])=[C:4]([CH:11]=[CH:12][CH:13]=1)[C:5](N(OC)C)=[O:6].[CH3:15][Mg+].[Br-]. (4) Given the product [CH3:18][O:9][C:8](=[O:10])[CH:7]([OH:11])[C:6]1[CH:5]=[CH:4][C:3]([OH:12])=[CH:2][CH:1]=1, predict the reactants needed to synthesize it. The reactants are: [CH:1]1[C:6]([CH:7]([OH:11])[C:8]([OH:10])=[O:9])=[CH:5][CH:4]=[C:3]([OH:12])[CH:2]=1.OS(O)(=O)=O.[CH3:18]O. (5) Given the product [F:1][C:2]([F:13])([F:12])[O:3][C:4]1[CH:11]=[CH:10][C:21]([C:20]([OH:23])=[O:22])=[CH:6][CH:5]=1, predict the reactants needed to synthesize it. The reactants are: [F:1][C:2]([F:13])([F:12])[O:3][C:4]1[CH:11]=[CH:10]C(C#N)=[CH:6][CH:5]=1.O.OS(O)(=O)=O.[C:20]([OH:23])(=[O:22])[CH3:21]. (6) Given the product [CH2:1]([O:11][C:12](=[O:15])[CH:13]=[CH2:14])[CH2:2][CH2:3][CH3:4].[C:16]([NH2:20])(=[O:19])[CH:17]=[CH2:18], predict the reactants needed to synthesize it. The reactants are: [CH2:1]([O:11][C:12](=[O:15])[CH:13]=[CH2:14])[CH2:2][CH2:3][CH2:4]CCCCCC.[C:16]([NH2:20])(=[O:19])[CH:17]=[CH2:18].